Dataset: NCI-60 drug combinations with 297,098 pairs across 59 cell lines. Task: Regression. Given two drug SMILES strings and cell line genomic features, predict the synergy score measuring deviation from expected non-interaction effect. (1) Drug 1: CCN(CC)CCCC(C)NC1=C2C=C(C=CC2=NC3=C1C=CC(=C3)Cl)OC. Drug 2: CC(C)CN1C=NC2=C1C3=CC=CC=C3N=C2N. Cell line: U251. Synergy scores: CSS=-4.16, Synergy_ZIP=7.79, Synergy_Bliss=7.93, Synergy_Loewe=5.57, Synergy_HSA=6.05. (2) Drug 1: CS(=O)(=O)C1=CC(=C(C=C1)C(=O)NC2=CC(=C(C=C2)Cl)C3=CC=CC=N3)Cl. Synergy scores: CSS=8.85, Synergy_ZIP=-2.03, Synergy_Bliss=3.48, Synergy_Loewe=1.54, Synergy_HSA=1.79. Cell line: NCI-H226. Drug 2: CS(=O)(=O)CCNCC1=CC=C(O1)C2=CC3=C(C=C2)N=CN=C3NC4=CC(=C(C=C4)OCC5=CC(=CC=C5)F)Cl.